Task: Predict the reactants needed to synthesize the given product.. Dataset: Full USPTO retrosynthesis dataset with 1.9M reactions from patents (1976-2016) Given the product [CH3:18][C:17]1[CH:16]=[CH:15][CH:14]=[C:13]([CH2:19][N:20]2[CH2:25][CH2:24][NH:23][CH2:22][CH2:21]2)[C:12]=1[N:9]1[CH2:10][CH2:11][CH:6]([NH:5][S:2]([CH3:1])(=[O:4])=[O:3])[CH2:7][CH2:8]1, predict the reactants needed to synthesize it. The reactants are: [CH3:1][S:2]([NH:5][CH:6]1[CH2:11][CH2:10][N:9]([C:12]2[C:17]([CH3:18])=[CH:16][CH:15]=[CH:14][C:13]=2[CH2:19][N:20]2[CH2:25][CH2:24][N:23](C(OC(C)(C)C)=O)[CH2:22][CH2:21]2)[CH2:8][CH2:7]1)(=[O:4])=[O:3].C(O)(C(F)(F)F)=O.